This data is from Full USPTO retrosynthesis dataset with 1.9M reactions from patents (1976-2016). The task is: Predict the reactants needed to synthesize the given product. Given the product [Si:1]([O:8][CH:9]([C:22]1[O:23][CH:24]=[C:25]([O:33][CH3:32])[N:26]=1)[CH2:10][CH2:11][CH2:12][CH2:13][CH2:14][CH2:15][C:16]1[CH:21]=[CH:20][CH:19]=[CH:18][CH:17]=1)([C:4]([CH3:7])([CH3:6])[CH3:5])([CH3:3])[CH3:2], predict the reactants needed to synthesize it. The reactants are: [Si:1]([O:8][CH:9]([C:22]1[O:23][CH:24]=[C:25](I)[N:26]=1)[CH2:10][CH2:11][CH2:12][CH2:13][CH2:14][CH2:15][C:16]1[CH:21]=[CH:20][CH:19]=[CH:18][CH:17]=1)([C:4]([CH3:7])([CH3:6])[CH3:5])([CH3:3])[CH3:2].Cl.CN(C)C[C:32](O)=[O:33].C([O-])([O-])=O.[Cs+].[Cs+].